The task is: Predict which catalyst facilitates the given reaction.. This data is from Catalyst prediction with 721,799 reactions and 888 catalyst types from USPTO. (1) Reactant: C([O:5][C:6](=[O:38])[CH:7]([NH:11][S:12]([C:15]1[CH:20]=[CH:19][C:18]([C:21]2[CH:26]=[CH:25][C:24]([O:27][C:28]3[CH:33]=[CH:32][C:31]([C:34]([F:37])([F:36])[F:35])=[CH:30][N:29]=3)=[CH:23][CH:22]=2)=[CH:17][CH:16]=1)(=[O:14])=[O:13])[CH:8]([CH3:10])[CH3:9])(C)(C)C.C(O)(C(F)(F)F)=O. Product: [CH3:9][CH:8]([CH3:10])[CH:7]([NH:11][S:12]([C:15]1[CH:16]=[CH:17][C:18]([C:21]2[CH:26]=[CH:25][C:24]([O:27][C:28]3[CH:33]=[CH:32][C:31]([C:34]([F:36])([F:35])[F:37])=[CH:30][N:29]=3)=[CH:23][CH:22]=2)=[CH:19][CH:20]=1)(=[O:14])=[O:13])[C:6]([OH:38])=[O:5]. The catalyst class is: 2. (2) Reactant: O(CCSCC1C=CC(C2C=CC=C(C(O)=O)C=2)=CC=1)C1C=CC=CC=1.C([O:29][C:30]([C:32]1[C:33]([C:38]2[CH:43]=[CH:42][CH:41]=[C:40]([CH2:44][S:45][CH2:46][CH2:47][O:48][C:49]3[CH:54]=[CH:53][CH:52]=[CH:51][CH:50]=3)[CH:39]=2)=[CH:34][CH:35]=[CH:36][CH:37]=1)=[O:31])C.[OH-].[Li+]. Product: [O:48]([CH2:47][CH2:46][S:45][CH2:44][C:40]1[CH:39]=[C:38]([C:33]2[C:32]([C:30]([OH:31])=[O:29])=[CH:37][CH:36]=[CH:35][CH:34]=2)[CH:43]=[CH:42][CH:41]=1)[C:49]1[CH:50]=[CH:51][CH:52]=[CH:53][CH:54]=1. The catalyst class is: 1. (3) Reactant: [NH2:1][C:2]1[C:7]([Br:8])=[CH:6][CH:5]=[CH:4][N:3]=1.[CH2:9]([O:11][C:12]([N:14]=[C:15]=[S:16])=[O:13])[CH3:10]. Product: [Br:8][C:7]1[C:2]([NH:1][C:15]([NH:14][C:12](=[O:13])[O:11][CH2:9][CH3:10])=[S:16])=[N:3][CH:4]=[CH:5][CH:6]=1. The catalyst class is: 4. (4) Reactant: C([N:8]1[CH2:12][CH2:11][CH:10]([C@@H:13]2[CH2:15][C@@H:14]2[C:16]([O:18][C:19]([CH3:22])([CH3:21])[CH3:20])=[O:17])[C:9]1=S)C1C=CC=CC=1.Cl[C:25]([O:27][CH2:28][C:29]1[CH:34]=[CH:33][CH:32]=[CH:31][CH:30]=1)=[O:26]. Product: [CH2:28]([O:27][C:25]([N:8]1[CH2:12][CH2:11][CH:10]([C@H:13]2[CH2:15][C@@H:14]2[C:16]([O:18][C:19]([CH3:22])([CH3:21])[CH3:20])=[O:17])[CH2:9]1)=[O:26])[C:29]1[CH:34]=[CH:33][CH:32]=[CH:31][CH:30]=1. The catalyst class is: 4.